This data is from Forward reaction prediction with 1.9M reactions from USPTO patents (1976-2016). The task is: Predict the product of the given reaction. The product is: [C:1]([O:5][C:6]([N:8]1[CH2:13][C@@H:12]([NH:14][CH2:27][CH2:28][N:29]2[C:37](=[O:38])[C:36]3[C:31](=[CH:32][CH:33]=[CH:34][CH:35]=3)[C:30]2=[O:39])[CH2:11][C@@H:10]([C:40](=[O:60])[N:41]([CH:57]2[CH2:59][CH2:58]2)[CH2:42][C:43]2[C:51]3[C:46](=[CH:47][CH:48]=[CH:49][CH:50]=3)[N:45]([CH2:52][CH2:53][CH2:54][O:55][CH3:56])[CH:44]=2)[CH2:9]1)=[O:7])([CH3:4])([CH3:2])[CH3:3]. Given the reactants [C:1]([O:5][C:6]([N:8]1[CH2:13][C@@H:12]([N:14]([CH2:27][CH2:28][N:29]2[C:37](=[O:38])[C:36]3[C:31](=[CH:32][CH:33]=[CH:34][CH:35]=3)[C:30]2=[O:39])S(C2C=CC=CC=2[N+]([O-])=O)(=O)=O)[CH2:11][C@@H:10]([C:40](=[O:60])[N:41]([CH:57]2[CH2:59][CH2:58]2)[CH2:42][C:43]2[C:51]3[C:46](=[CH:47][CH:48]=[CH:49][CH:50]=3)[N:45]([CH2:52][CH2:53][CH2:54][O:55][CH3:56])[CH:44]=2)[CH2:9]1)=[O:7])([CH3:4])([CH3:3])[CH3:2].C(O)(=O)CS.C1CCN2C(=NCCC2)CC1, predict the reaction product.